This data is from Forward reaction prediction with 1.9M reactions from USPTO patents (1976-2016). The task is: Predict the product of the given reaction. (1) Given the reactants [CH:1]([C:3]1C=C[C:6]([N:9]2[CH2:14][CH2:13][N:12]([C:15]([O:17][C:18]([CH3:21])([CH3:20])[CH3:19])=[O:16])[CH2:11][CH2:10]2)=[CH:5][C:4]=1O)=O.[C:23]([O:29][CH2:30][CH3:31])(=[O:28])[CH2:24][C:25]([CH3:27])=[O:26].CC(O)=O.N1CCCCC1, predict the reaction product. The product is: [C:25]([C:24]1[C:23](=[O:28])[O:29][C:30]2[C:3]([CH:1]=1)=[CH:4][CH:5]=[C:6]([N:9]1[CH2:10][CH2:11][N:12]([C:15]([O:17][C:18]([CH3:21])([CH3:20])[CH3:19])=[O:16])[CH2:13][CH2:14]1)[CH:31]=2)(=[O:26])[CH3:27]. (2) Given the reactants [C:1]1([O:11][CH2:12][CH2:13][NH2:14])[C:10]2[C:5](=[CH:6][CH:7]=[CH:8][CH:9]=2)[CH:4]=[CH:3][CH:2]=1.C(N(CC)CC)C.[CH:22]([C:24]1[CH:29]=[CH:28][C:27]([S:30](Cl)(=[O:32])=[O:31])=[CH:26][CH:25]=1)=[CH2:23], predict the reaction product. The product is: [C:1]1([O:11][CH2:12][CH2:13][NH:14][S:30]([C:27]2[CH:28]=[CH:29][C:24]([CH:22]=[CH2:23])=[CH:25][CH:26]=2)(=[O:32])=[O:31])[C:10]2[C:5](=[CH:6][CH:7]=[CH:8][CH:9]=2)[CH:4]=[CH:3][CH:2]=1. (3) Given the reactants [CH2:1]([O:8][C:9]1[CH:14]=[CH:13][C:12]([C:15]2[NH:29][C:18]3=[N:19][C:20]([N:23]4[CH2:28][CH2:27][NH:26][CH2:25][CH2:24]4)=[CH:21][CH:22]=[C:17]3[N:16]=2)=[CH:11][CH:10]=1)[C:2]1[CH:7]=[CH:6][CH:5]=[CH:4][CH:3]=1.CCN(C(C)C)C(C)C.[CH:39]1([S:42](Cl)(=[O:44])=[O:43])[CH2:41][CH2:40]1.O, predict the reaction product. The product is: [CH2:1]([O:8][C:9]1[CH:14]=[CH:13][C:12]([C:15]2[NH:29][C:18]3=[N:19][C:20]([N:23]4[CH2:24][CH2:25][N:26]([S:42]([CH:39]5[CH2:41][CH2:40]5)(=[O:44])=[O:43])[CH2:27][CH2:28]4)=[CH:21][CH:22]=[C:17]3[N:16]=2)=[CH:11][CH:10]=1)[C:2]1[CH:3]=[CH:4][CH:5]=[CH:6][CH:7]=1. (4) Given the reactants C(O)(C(F)(F)F)=O.[C:8]([C:10]1[CH:11]=[C:12]([NH:25][C:26]2[CH:31]=[C:30]([O:32][C:33]3[C:42]4[C:37](=[CH:38][CH:39]=[CH:40][CH:41]=4)[C:36]([NH:43]C(=O)OC(C)(C)C)=[CH:35][CH:34]=3)[CH:29]=[CH:28][N:27]=2)[CH:13]=[CH:14][C:15]=1[O:16][CH2:17][CH2:18][N:19]1[CH2:24][CH2:23][O:22][CH2:21][CH2:20]1)#[N:9], predict the reaction product. The product is: [NH2:43][C:36]1[C:37]2[C:42](=[CH:41][CH:40]=[CH:39][CH:38]=2)[C:33]([O:32][C:30]2[CH:29]=[CH:28][N:27]=[C:26]([NH:25][C:12]3[CH:13]=[CH:14][C:15]([O:16][CH2:17][CH2:18][N:19]4[CH2:24][CH2:23][O:22][CH2:21][CH2:20]4)=[C:10]([CH:11]=3)[C:8]#[N:9])[CH:31]=2)=[CH:34][CH:35]=1. (5) Given the reactants [NH:1]1[CH:5]=[CH:4][CH:3]=[CH:2]1.[H-].[Na+].Br[C:9]1[CH:14]=[C:13]([C:15]([F:18])([F:17])[F:16])[CH:12]=[C:11]([C:19]([F:22])([F:21])[F:20])[CH:10]=1.O, predict the reaction product. The product is: [F:16][C:15]([F:17])([F:18])[C:13]1[CH:14]=[C:9]([C:2]2[NH:1][CH:5]=[CH:4][CH:3]=2)[CH:10]=[C:11]([C:19]([F:20])([F:21])[F:22])[CH:12]=1. (6) Given the reactants [O:1]=[C:2]1[N:7]([CH2:8][C:9]2[CH:10]=[C:11]([CH:15]=[CH:16][CH:17]=2)[C:12](Cl)=[O:13])[N:6]=[C:5]([C:18]2[O:22][N:21]=[C:20]([C:23]3[CH:28]=[CH:27][C:26]([C:29]([CH3:35])([CH3:34])[C:30]([F:33])([F:32])[F:31])=[CH:25][CH:24]=3)[N:19]=2)[CH:4]=[CH:3]1.[CH:36]([NH2:39])([CH3:38])[CH3:37].C(N(CC)C(C)C)(C)C, predict the reaction product. The product is: [CH:36]([NH:39][C:12](=[O:13])[C:11]1[CH:15]=[CH:16][CH:17]=[C:9]([CH2:8][N:7]2[C:2](=[O:1])[CH:3]=[CH:4][C:5]([C:18]3[O:22][N:21]=[C:20]([C:23]4[CH:24]=[CH:25][C:26]([C:29]([CH3:34])([CH3:35])[C:30]([F:32])([F:33])[F:31])=[CH:27][CH:28]=4)[N:19]=3)=[N:6]2)[CH:10]=1)([CH3:38])[CH3:37]. (7) Given the reactants Br[C:2]1[CH:7]=[CH:6][C:5]([S:8][CH3:9])=[CH:4][CH:3]=1.[C:10]1(B(O)O)[CH:15]=[CH:14][CH:13]=[CH:12][CH:11]=1.C([O-])([O-])=O.[K+].[K+], predict the reaction product. The product is: [C:10]1([C:2]2[CH:7]=[CH:6][C:5]([S:8][CH3:9])=[CH:4][CH:3]=2)[CH:15]=[CH:14][CH:13]=[CH:12][CH:11]=1. (8) Given the reactants [CH2:1]([Mg]Br)[CH3:2].[O:5]1[CH2:9][CH2:8][CH2:7][CH2:6]1.S([O-])([O-])(=O)=O.[Na+].[Na+].C(O[CH2:20][CH3:21])C, predict the reaction product. The product is: [C:21]1([CH2:9][CH2:8][CH2:7][C:6](=[O:5])[CH2:1][CH3:2])[CH:20]=[CH:9][CH:8]=[CH:7][CH:6]=1.